From a dataset of Reaction yield outcomes from USPTO patents with 853,638 reactions. Predict the reaction yield, written as a fraction of the theoretical maximum amount of product (1.0 means a 100% yield; for example, 0.34 means a 34% yield). (1) The reactants are [CH:1]1([N:6]2[C:11]3[N:12]=[C:13]([S:16][CH3:17])[N:14]=[CH:15][C:10]=3[CH:9]=[C:8](C(O)=O)[C:7]2=[O:21])[CH2:5][CH2:4][CH2:3][CH2:2]1.C([N:24]([CH2:27]C)CC)C.C1(P(N=[N+]=[N-])(C2C=CC=CC=2)=[O:36])C=CC=CC=1.[C:46]([OH:50])([CH3:49])([CH3:48])[CH3:47]. No catalyst specified. The product is [C:46]([O:50][C:27](=[O:36])[NH:24][C:8]1[C:7](=[O:21])[N:6]([CH:1]2[CH2:2][CH2:3][CH2:4][CH2:5]2)[C:11]2[N:12]=[C:13]([S:16][CH3:17])[N:14]=[CH:15][C:10]=2[CH:9]=1)([CH3:49])([CH3:48])[CH3:47]. The yield is 0.450. (2) The reactants are [C:1](/[C:3](/[C:28]1[CH:33]=[CH:32][C:31]([O:34][CH3:35])=[C:30]([O:36][CH3:37])[CH:29]=1)=[CH:4]\[C:5]1[S:9][C:8]([N:10]2[CH2:15][CH2:14][CH:13]([O:16][C:17](=[O:27])[CH2:18][N:19]3[CH2:26][CH2:25][CH2:24][CH2:23][CH2:22][CH2:21][CH2:20]3)[CH2:12][CH2:11]2)=[CH:7][CH:6]=1)#[N:2].[CH3:38][S:39]([OH:42])(=[O:41])=[O:40]. The catalyst is CO. The product is [CH3:38][S:39]([OH:42])(=[O:41])=[O:40].[C:1](/[C:3](/[C:28]1[CH:33]=[CH:32][C:31]([O:34][CH3:35])=[C:30]([O:36][CH3:37])[CH:29]=1)=[CH:4]\[C:5]1[S:9][C:8]([N:10]2[CH2:11][CH2:12][CH:13]([O:16][C:17](=[O:27])[CH2:18][N:19]3[CH2:26][CH2:25][CH2:24][CH2:23][CH2:22][CH2:21][CH2:20]3)[CH2:14][CH2:15]2)=[CH:7][CH:6]=1)#[N:2]. The yield is 0.920. (3) The reactants are N[C:2]1[CH:7]=[C:6]([Br:8])[CH:5]=[CH:4][C:3]=1[OH:9].[BH3-][C:11]#[N:12].[Na+].[CH3:14]C(O)=O. No catalyst specified. The product is [Br:8][C:6]1[CH:5]=[CH:4][C:3]([OH:9])=[C:2]([N:12]([CH3:11])[CH3:14])[CH:7]=1. The yield is 0.830. (4) The reactants are [CH3:1][O:2][C:3](=[O:14])[C@@H:4]([OH:13])[CH2:5][CH2:6][C:7]1[CH:12]=[CH:11][CH:10]=[CH:9][CH:8]=1.[H-].[Na+].Cl[CH2:18][C:19]([N:21]1[CH2:26][CH2:25][O:24][CH2:23][CH2:22]1)=[O:20].Cl. The catalyst is CN(C=O)C.O. The product is [CH3:1][O:2][C:3](=[O:14])[C@@H:4]([O:13][CH2:18][C:19]([N:21]1[CH2:26][CH2:25][O:24][CH2:23][CH2:22]1)=[O:20])[CH2:5][CH2:6][C:7]1[CH:12]=[CH:11][CH:10]=[CH:9][CH:8]=1. The yield is 0.240. (5) The reactants are [N:1]([CH2:4][CH:5]1[O:10][C:9]2[C:11](Br)=[CH:12][CH:13]=[CH:14][C:8]=2[NH:7][CH2:6]1)=[N+:2]=[N-:3].[CH3:16][C:17]1[CH:22]=[CH:21][CH:20]=[CH:19][C:18]=1B(O)O. No catalyst specified. The product is [N:1]([CH2:4][CH:5]1[O:10][C:9]2[C:11]([C:18]3[CH:19]=[CH:20][CH:21]=[CH:22][C:17]=3[CH3:16])=[CH:12][CH:13]=[CH:14][C:8]=2[NH:7][CH2:6]1)=[N+:2]=[N-:3]. The yield is 0.900. (6) The reactants are N1C(N)=C2C(N=CN2)=NC=1.[CH3:11][C@@H:12]([O:24]CP(O)(O)=O)[CH2:13][N:14]1[C:18]2[N:19]=[CH:20][N:21]=[C:22]([NH2:23])[C:17]=2[N:16]=[CH:15]1.CC(C)([O-])C.[Mg+2].CC(C)([O-])C.C1(=O)O[C@H](C)CO1.CS(O)(=O)=O. The catalyst is CN(C=O)C.[OH-].[Na+].C1(C)C=CC=CC=1. The product is [OH:24][C@H:12]([CH3:11])[CH2:13][N:14]1[CH:15]=[N:16][C:17]2[C:18]1=[N:19][CH:20]=[N:21][C:22]=2[NH2:23]. The yield is 0.750.